This data is from Full USPTO retrosynthesis dataset with 1.9M reactions from patents (1976-2016). The task is: Predict the reactants needed to synthesize the given product. (1) Given the product [C:7]1([CH3:12])[CH:8]=[CH:9][CH:10]=[CH:11][C:6]=1[CH:4]([NH2:1])[CH3:5], predict the reactants needed to synthesize it. The reactants are: [N:1]([CH:4]([C:6]1[CH:11]=[CH:10][CH:9]=[CH:8][C:7]=1[CH3:12])[CH3:5])=[N+]=[N-].[H][H]. (2) Given the product [C:1]([O:5][C:6]([NH:7][C@H:8]([C:9]([N:11]1[CH2:15][CH2:14][C@H:13]([F:16])[CH2:12]1)=[O:10])[CH2:17][C:18]1[CH:23]=[CH:22][C:21]([O:24][S:34]([C:37]([F:40])([F:39])[F:38])(=[O:36])=[O:35])=[CH:20][C:19]=1[F:25])=[O:26])([CH3:4])([CH3:2])[CH3:3], predict the reactants needed to synthesize it. The reactants are: [C:1]([O:5][C:6](=[O:26])[NH:7][C@@H:8]([CH2:17][C:18]1[CH:23]=[CH:22][C:21]([OH:24])=[CH:20][C:19]=1[F:25])[C:9]([N:11]1[CH2:15][CH2:14][C@H:13]([F:16])[CH2:12]1)=[O:10])([CH3:4])([CH3:3])[CH3:2].C1C=CC(N([S:34]([C:37]([F:40])([F:39])[F:38])(=[O:36])=[O:35])[S:34]([C:37]([F:40])([F:39])[F:38])(=[O:36])=[O:35])=CC=1. (3) Given the product [CH:1]1([CH2:4][O:5][C:6]2[CH:14]=[CH:13][C:9]3[O:10][CH2:11][O:12][C:8]=3[C:7]=2[C:15]2[C:16]3[NH:23][CH:22]=[C:21]([C:24]([NH:68][C@H:69]([C:99]([CH3:102])([CH3:101])[CH3:100])[C:70]([N:72]4[CH2:73][CH2:74][CH:75]([N:78]5[N:87]=[C:86]([C:88]6[CH:93]=[CH:92][C:91]([O:94][CH3:95])=[C:90]([O:96][CH3:97])[CH:89]=6)[C@@H:85]6[C@@H:80]([CH2:81][CH2:82][CH2:83][CH2:84]6)[C:79]5=[O:98])[CH2:76][CH2:77]4)=[O:71])=[O:25])[C:17]=3[N:18]=[CH:19][N:20]=2)[CH2:2][CH2:3]1, predict the reactants needed to synthesize it. The reactants are: [CH:1]1([CH2:4][O:5][C:6]2[CH:14]=[CH:13][C:9]3[O:10][CH2:11][O:12][C:8]=3[C:7]=2[C:15]2[C:16]3[NH:23][CH:22]=[C:21]([C:24](O)=[O:25])[C:17]=3[N:18]=[CH:19][N:20]=2)[CH2:3][CH2:2]1.[B-](F)(F)(F)F.CCOC(C(C#N)=NOC(N(C)C)=[N+](C)C)=O.C1C=NC2N(O)N=NC=2C=1.CCN(C(C)C)C(C)C.[NH2:68][C@H:69]([C:99]([CH3:102])([CH3:101])[CH3:100])[C:70]([N:72]1[CH2:77][CH2:76][CH:75]([N:78]2[N:87]=[C:86]([C:88]3[CH:93]=[CH:92][C:91]([O:94][CH3:95])=[C:90]([O:96][CH3:97])[CH:89]=3)[C@@H:85]3[C@@H:80]([CH2:81][CH2:82][CH2:83][CH2:84]3)[C:79]2=[O:98])[CH2:74][CH2:73]1)=[O:71]. (4) Given the product [NH2:11][C:12]1[CH:13]=[N:14][CH:15]=[CH:16][C:17]=1[C@H:18]1[CH2:27][C@@H:26]([CH3:28])[C:21]2([O:22][CH2:23][CH2:24][O:25]2)[C@@H:20]([NH:29][C:30](=[O:39])[O:31][CH2:32][C:33]2[CH:34]=[CH:35][CH:36]=[CH:37][CH:38]=2)[CH2:19]1.[NH2:11][C:12]1[CH:13]=[N:14][CH:15]=[CH:16][C:17]=1[C@@H:18]1[CH2:27][C@H:26]([CH3:28])[C:21]2([O:22][CH2:23][CH2:24][O:25]2)[C@H:20]([NH:29][C:30](=[O:39])[O:31][CH2:32][C:33]2[CH:34]=[CH:35][CH:36]=[CH:37][CH:38]=2)[CH2:19]1, predict the reactants needed to synthesize it. The reactants are: C(OC([NH:11][C:12]1[CH:13]=[N:14][CH:15]=[CH:16][C:17]=1[C@@H:18]1[CH2:27][C@H:26]([CH3:28])[C:21]2([O:25][CH2:24][CH2:23][O:22]2)[C@H:20]([NH:29][C:30](=[O:39])[O:31][CH2:32][C:33]2[CH:38]=[CH:37][CH:36]=[CH:35][CH:34]=2)[CH2:19]1)=O)C1C=CC=CC=1.C(ON1C(=O)CCC1=O)(OCC1C=CC=CC=1)=O. (5) Given the product [F:22][C:23]1[CH:29]=[CH:28][CH:27]=[CH:26][C:24]=1[NH:25][CH2:1][C:3]1[CH:4]=[C:5]2[C:9](=[CH:10][CH:11]=1)[NH:8][C:7]([C:12]([NH2:14])=[O:13])=[C:6]2[S:15][C:16]1[CH:21]=[CH:20][CH:19]=[CH:18][CH:17]=1, predict the reactants needed to synthesize it. The reactants are: [CH:1]([C:3]1[CH:4]=[C:5]2[C:9](=[CH:10][CH:11]=1)[NH:8][C:7]([C:12]([NH2:14])=[O:13])=[C:6]2[S:15][C:16]1[CH:21]=[CH:20][CH:19]=[CH:18][CH:17]=1)=O.[F:22][C:23]1[CH:29]=[CH:28][CH:27]=[CH:26][C:24]=1[NH2:25].